Dataset: Full USPTO retrosynthesis dataset with 1.9M reactions from patents (1976-2016). Task: Predict the reactants needed to synthesize the given product. (1) Given the product [C:19]([O:18][C:16]([N:12]1[CH2:13][CH2:14][CH2:15][CH:10]([C:6]2[CH:5]=[C:4]([C:23]3[CH:28]=[CH:27][CH:26]=[CH:25][C:24]=3[OH:29])[N:3]=[C:2]3[C:7]=2[CH:8]=[C:31]([C:32]([O:34][CH2:35][CH3:36])=[O:33])[C:30](=[O:37])[NH:1]3)[CH2:11]1)=[O:17])([CH3:21])([CH3:22])[CH3:20], predict the reactants needed to synthesize it. The reactants are: [NH2:1][C:2]1[C:7]([CH:8]=O)=[C:6]([CH:10]2[CH2:15][CH2:14][CH2:13][N:12]([C:16]([O:18][C:19]([CH3:22])([CH3:21])[CH3:20])=[O:17])[CH2:11]2)[CH:5]=[C:4]([C:23]2[CH:28]=[CH:27][CH:26]=[CH:25][C:24]=2[OH:29])[N:3]=1.[C:30](OCC)(=[O:37])[CH2:31][C:32]([O:34][CH2:35][CH3:36])=[O:33].N1CCCCC1. (2) Given the product [Br:1][C:2]1[CH:3]=[CH:4][C:5]([CH:8]([CH3:12])[C:9]([N:42]([CH:43]2[CH2:48][CH2:47][CH:46]([OH:49])[CH2:45][CH2:44]2)[CH3:41])=[O:11])=[CH:6][CH:7]=1, predict the reactants needed to synthesize it. The reactants are: [Br:1][C:2]1[CH:7]=[CH:6][C:5]([CH:8]([CH3:12])[C:9]([OH:11])=O)=[CH:4][CH:3]=1.F[P-](F)(F)(F)(F)F.N1(O[P+](N(C)C)(N(C)C)N(C)C)C2C=CC=CC=2N=N1.Cl.[CH3:41][NH:42][C@@H:43]1[CH2:48][CH2:47][C@H:46]([OH:49])[CH2:45][CH2:44]1.C(N(CC)C(C)C)(C)C. (3) Given the product [Cl:7][C:8]1[CH:13]=[C:12]([CH:14]=[O:15])[CH:11]=[CH:10][N:9]=1, predict the reactants needed to synthesize it. The reactants are: C(Cl)(=O)C(Cl)=O.[Cl:7][C:8]1[CH:13]=[C:12]([CH2:14][OH:15])[CH:11]=[CH:10][N:9]=1.CS(C)=O.C(N(CC)CC)C.[NH4+].[Cl-]. (4) Given the product [CH2:13]=[CH:14][C:15]1[CH:20]=[CH:19][CH:18]=[CH:17][CH:16]=1.[C:21]([O:25][CH2:26][CH2:27][CH2:28][CH3:29])(=[O:24])[CH:22]=[CH2:23].[C:30]([O:34][CH2:35][CH2:36][C:37]([OH:39])=[O:38])(=[O:33])[CH:31]=[CH2:32], predict the reactants needed to synthesize it. The reactants are: S(OOS([O-])(=O)=O)([O-])(=O)=O.[NH4+].[NH4+].[CH2:13]=[CH:14][C:15]1[CH:20]=[CH:19][CH:18]=[CH:17][CH:16]=1.[C:21]([O:25][CH2:26][CH2:27][CH2:28][CH3:29])(=[O:24])[CH:22]=[CH2:23].[C:30]([O:34][CH2:35][CH2:36][C:37]([OH:39])=[O:38])(=[O:33])[CH:31]=[CH2:32].C(OC(OC(=O)C=C)CCCCCCCCC)(=O)C=C.CCCCCCCCCCCCS. (5) Given the product [C:47]([S:46][CH2:45][C:33]1[CH:34]=[C:35]([NH:38][C:39](=[O:44])[C:40]([CH3:43])([CH3:42])[CH3:41])[CH:36]=[CH:37][C:32]=1[O:31][C:25]1[CH:24]=[C:23]([CH2:22][C:21]([O:20][C@@H:13]2[O:12][C@@H:11]([C:9]([OH:10])=[O:8])[C@H:16]([OH:17])[C@@H:15]([OH:18])[C@@H:14]2[OH:19])=[O:51])[CH:28]=[CH:27][C:26]=1[O:29][CH3:30])([CH3:50])([CH3:49])[CH3:48], predict the reactants needed to synthesize it. The reactants are: C([O:8][C:9]([C@H:11]1[C@H:16]([OH:17])[C@@H:15]([OH:18])[C@H:14]([OH:19])[C@H:13]([O:20][C:21](=[O:51])[CH2:22][C:23]2[CH:28]=[CH:27][C:26]([O:29][CH3:30])=[C:25]([O:31][C:32]3[CH:37]=[CH:36][C:35]([NH:38][C:39](=[O:44])[C:40]([CH3:43])([CH3:42])[CH3:41])=[CH:34][C:33]=3[CH2:45][S:46][C:47]([CH3:50])([CH3:49])[CH3:48])[CH:24]=2)[O:12]1)=[O:10])C1C=CC=CC=1. (6) Given the product [CH2:1]([O:8][C:9]1[CH:10]=[C:11]([CH:27]=[CH:28][CH:29]=1)[CH2:12][O:13][C:14]1[C:19]2[CH:20]=[C:21]([C:23](=[O:25])[CH3:24])[O:22][C:18]=2[CH:17]=[C:16]([O:26][CH:37]([F:42])[F:41])[CH:15]=1)[C:2]1[CH:3]=[CH:4][CH:5]=[CH:6][CH:7]=1, predict the reactants needed to synthesize it. The reactants are: [CH2:1]([O:8][C:9]1[CH:10]=[C:11]([CH:27]=[CH:28][CH:29]=1)[CH2:12][O:13][C:14]1[C:19]2[CH:20]=[C:21]([C:23](=[O:25])[CH3:24])[O:22][C:18]=2[CH:17]=[C:16]([OH:26])[CH:15]=1)[C:2]1[CH:7]=[CH:6][CH:5]=[CH:4][CH:3]=1.C([O-])([O-])=O.[K+].[K+].Cl[C:37]([F:42])([F:41])C(O)=O. (7) Given the product [ClH:3].[ClH:5].[N:7]1[C:15]2[CH2:14][C@@H:13]([C:16]([O:18][CH3:19])=[O:17])[NH:12][CH2:11][C:10]=2[NH:9][CH:8]=1, predict the reactants needed to synthesize it. The reactants are: S(Cl)([Cl:3])=O.[ClH:5].Cl.[N:7]1[C:15]2[CH2:14][C@@H:13]([C:16]([OH:18])=[O:17])[NH:12][CH2:11][C:10]=2[NH:9][CH:8]=1.[CH3:19]O.